This data is from Full USPTO retrosynthesis dataset with 1.9M reactions from patents (1976-2016). The task is: Predict the reactants needed to synthesize the given product. The reactants are: [S-:1][C:2]#[N:3].[K+].[Br:5][C:6]1[CH:7]=[C:8]([NH2:17])[CH:9]=[N:10][C:11]=1[O:12][CH2:13][CH2:14][O:15][CH3:16].BrBr. Given the product [Br:5][C:6]1[CH:7]=[C:8]2[N:17]=[C:2]([NH2:3])[S:1][C:9]2=[N:10][C:11]=1[O:12][CH2:13][CH2:14][O:15][CH3:16], predict the reactants needed to synthesize it.